This data is from Retrosynthesis with 50K atom-mapped reactions and 10 reaction types from USPTO. The task is: Predict the reactants needed to synthesize the given product. (1) Given the product C#CCC(O)(CC(C)(C)c1ccccc1C(N)=O)C(F)(F)F, predict the reactants needed to synthesize it. The reactants are: C#CCC(CC(C)(C)c1ccccc1C(N)=O)(O[Si](C)(C)C)C(F)(F)F. (2) Given the product CCCCCCCCCCNC(=O)C=Cc1cccc(NC(=O)/C=C\C(=O)OC)c1, predict the reactants needed to synthesize it. The reactants are: C=[N+]=[N-].CCCCCCCCCCNC(=O)C=Cc1cccc(NC(=O)/C=C\C(=O)O)c1.